From a dataset of Forward reaction prediction with 1.9M reactions from USPTO patents (1976-2016). Predict the product of the given reaction. (1) Given the reactants [NH2:1][C:2]1[CH:7]=[CH:6][C:5]([F:8])=[C:4]([F:9])[C:3]=1[NH2:10].[C:11](=S)=[S:12], predict the reaction product. The product is: [F:8][C:5]1[CH:6]=[CH:7][C:2]2[N:1]=[C:11]([SH:12])[NH:10][C:3]=2[C:4]=1[F:9]. (2) Given the reactants FC(F)(F)[C:3]([OH:5])=[O:4].[NH2:8][C:9]1[C:17]2[C:12](=[CH:13][CH:14]=[CH:15][CH:16]=2)[C:11]([C:25]2[CH:30]=[CH:29][C:28]([O:31][S:32]([CH3:35])(=[O:34])=[O:33])=[CH:27][CH:26]=2)([C:18]2[CH:23]=[CH:22][CH:21]=[C:20]([Br:24])[CH:19]=2)[N:10]=1.N1[CH:41]=[CH:40][CH:39]=CC=1.[CH3:42]S(Cl)(=O)=O, predict the reaction product. The product is: [Br:24][C:20]1[CH:19]=[C:18]([C:11]2([C:25]3[CH:30]=[CH:29][C:28]([O:31][S:32]([CH3:35])(=[O:34])=[O:33])=[CH:27][CH:26]=3)[C:12]3[C:17](=[CH:16][CH:15]=[CH:14][CH:13]=3)[C:9]([NH:8][C:3]([O:5][C:40]([CH3:39])([CH3:41])[CH3:42])=[O:4])=[N:10]2)[CH:23]=[CH:22][CH:21]=1. (3) Given the reactants [CH3:1][C:2]1[CH:30]=[CH:29][CH:28]=[C:27]([CH3:31])[C:3]=1[CH2:4][NH:5][C:6]1[CH:7]=[C:8]2[C:13](=[CH:14][CH:15]=1)[N:12]=[C:11]([N:16]1[CH:20]=[C:19]([C:21]([O:23]CC)=[O:22])[CH:18]=[N:17]1)[NH:10][C:9]2=O.[NH:32]1[CH2:37][CH2:36][O:35][CH2:34][CH2:33]1, predict the reaction product. The product is: [CH3:1][C:2]1[CH:30]=[CH:29][CH:28]=[C:27]([CH3:31])[C:3]=1[CH2:4][NH:5][C:6]1[CH:7]=[C:8]2[C:13](=[CH:14][CH:15]=1)[N:12]=[C:11]([N:16]1[CH:20]=[C:19]([C:21]([OH:23])=[O:22])[CH:18]=[N:17]1)[N:10]=[C:9]2[N:32]1[CH2:37][CH2:36][O:35][CH2:34][CH2:33]1. (4) Given the reactants [Cl:1][C:2]1[CH:10]=[C:9]2[C:5]([C:6]([CH2:18][C:19]3[CH:24]=[CH:23][CH:22]=[C:21]([Cl:25])[CH:20]=3)([CH:12]3[CH2:17][CH2:16][CH2:15][NH:14][CH2:13]3)[C:7](=[O:11])[NH:8]2)=[CH:4][CH:3]=1.C(N(CC)CC)C.[CH2:33]([O:37][C:38]1[CH:43]=[CH:42][C:41]([N:44]=[C:45]=[O:46])=[CH:40][CH:39]=1)[CH2:34][CH2:35][CH3:36], predict the reaction product. The product is: [CH2:33]([O:37][C:38]1[CH:43]=[CH:42][C:41]([NH:44][C:45]([N:14]2[CH2:15][CH2:16][CH2:17][CH:12]([C:6]3([CH2:18][C:19]4[CH:24]=[CH:23][CH:22]=[C:21]([Cl:25])[CH:20]=4)[C:5]4[C:9](=[CH:10][C:2]([Cl:1])=[CH:3][CH:4]=4)[NH:8][C:7]3=[O:11])[CH2:13]2)=[O:46])=[CH:40][CH:39]=1)[CH2:34][CH2:35][CH3:36]. (5) Given the reactants [C:1]1([C:27]2[CH:32]=[CH:31][CH:30]=[CH:29][CH:28]=2)[CH:6]=[CH:5][C:4]([C:7]([N:9]2[CH2:13][C:12](=O)[CH2:11][C@H:10]2[C:15]([NH:17][CH2:18][CH:19]([OH:26])[C:20]2[CH:25]=[CH:24][CH:23]=[CH:22][CH:21]=2)=[O:16])=[O:8])=[CH:3][CH:2]=1.[CH3:33][N:34]([CH3:36])[NH2:35], predict the reaction product. The product is: [C:1]1([C:27]2[CH:32]=[CH:31][CH:30]=[CH:29][CH:28]=2)[CH:2]=[CH:3][C:4]([C:7]([N:9]2[CH2:13][C:12](=[N:35][N:34]([CH3:36])[CH3:33])[CH2:11][C@H:10]2[C:15]([NH:17][CH2:18][CH:19]([OH:26])[C:20]2[CH:25]=[CH:24][CH:23]=[CH:22][CH:21]=2)=[O:16])=[O:8])=[CH:5][CH:6]=1. (6) Given the reactants [NH2:1][CH2:2][CH2:3][CH2:4][C:5]([OH:7])=[O:6].[CH:8](=O)[C:9]1[CH:14]=[CH:13][C:12]([O:15][CH3:16])=[CH:11][CH:10]=1.S([O-])([O-])(=O)=O.[Mg+2].[BH4-].[Na+], predict the reaction product. The product is: [CH3:16][O:15][C:12]1[CH:13]=[CH:14][C:9]([CH2:8][NH:1][CH2:2][CH2:3][CH2:4][C:5]([OH:7])=[O:6])=[CH:10][CH:11]=1. (7) Given the reactants Cl.Cl.[Cl:3][C:4]1[CH:9]=[CH:8][C:7]([C:10]2[S:18][C:17]3[C:16](=[O:19])[N:15]([CH2:20][CH2:21][C:22]4[CH:27]=[CH:26][C:25]([CH2:28][N:29]5[CH2:34][CH2:33][NH:32][CH2:31][C:30]5=[O:35])=[CH:24][CH:23]=4)[CH:14]=[N:13][C:12]=3[CH:11]=2)=[CH:6][CH:5]=1.[C:36](Cl)(=[O:38])[CH3:37].C(N(CC)CC)C.O1CCCC1, predict the reaction product. The product is: [C:36]([N:32]1[CH2:33][CH2:34][N:29]([CH2:28][C:25]2[CH:24]=[CH:23][C:22]([CH2:21][CH2:20][N:15]3[C:16](=[O:19])[C:17]4[S:18][C:10]([C:7]5[CH:6]=[CH:5][C:4]([Cl:3])=[CH:9][CH:8]=5)=[CH:11][C:12]=4[N:13]=[CH:14]3)=[CH:27][CH:26]=2)[C:30](=[O:35])[CH2:31]1)(=[O:38])[CH3:37]. (8) Given the reactants C([O:3][C:4]([CH:6]1[CH:10]([C:11]([F:14])([F:13])[F:12])[CH2:9][N:8]([C:15]([O:17][C:18]([CH3:21])([CH3:20])[CH3:19])=[O:16])[CH2:7]1)=[O:5])C.[Li+].[OH-].Cl, predict the reaction product. The product is: [C:18]([O:17][C:15]([N:8]1[CH2:9][CH:10]([C:11]([F:14])([F:12])[F:13])[CH:6]([C:4]([OH:5])=[O:3])[CH2:7]1)=[O:16])([CH3:21])([CH3:19])[CH3:20]. (9) Given the reactants [C:1]([O:4][CH2:5][C:6]1[C:15]2[C:10](=[CH:11][CH:12]=[CH:13][CH:14]=2)[C:9]([C:16](=O)[NH:17][CH2:18][Si:19]([CH3:22])([CH3:21])[CH3:20])=[CH:8][CH:7]=1)(=[O:3])[CH3:2].COC1C=CC(P2(SP(C3C=CC(OC)=CC=3)(=S)S2)=[S:33])=CC=1, predict the reaction product. The product is: [C:1]([O:4][CH2:5][C:6]1[C:15]2[C:10](=[CH:11][CH:12]=[CH:13][CH:14]=2)[C:9]([C:16](=[S:33])[NH:17][CH2:18][Si:19]([CH3:22])([CH3:21])[CH3:20])=[CH:8][CH:7]=1)(=[O:3])[CH3:2]. (10) Given the reactants [ClH:1].[NH2:2][C@@H:3]1[CH2:8][CH2:7][CH2:6][N:5]([C:9]2[C:14]([Br:15])=[CH:13][N:12]=[C:11]3[NH:16][CH:17]=[C:18]([NH:19][C:20]([CH:22]4[CH2:24][CH2:23]4)=[O:21])[C:10]=23)[CH2:4]1.Br[CH2:26][CH2:27][F:28].CCN(C(C)C)C(C)C.O, predict the reaction product. The product is: [ClH:1].[Br:15][C:14]1[C:9]([N:5]2[CH2:6][CH2:7][CH2:8][C@@H:3]([NH:2][CH2:26][CH2:27][F:28])[CH2:4]2)=[C:10]2[C:18]([NH:19][C:20]([CH:22]3[CH2:23][CH2:24]3)=[O:21])=[CH:17][NH:16][C:11]2=[N:12][CH:13]=1.